Dataset: Full USPTO retrosynthesis dataset with 1.9M reactions from patents (1976-2016). Task: Predict the reactants needed to synthesize the given product. Given the product [CH:6]1([S:9][C:10]2[CH:15]=[CH:14][C:13]([C:1](=[O:3])[CH3:2])=[CH:12][CH:11]=2)[CH2:8][CH2:7]1, predict the reactants needed to synthesize it. The reactants are: [C:1](Cl)(=[O:3])[CH3:2].[Cl-].[CH:6]1([S:9][C:10]2[CH:15]=[CH:14][CH:13]=[CH:12][CH:11]=2)[CH2:8][CH2:7]1.Cl.